From a dataset of Peptide-MHC class II binding affinity with 134,281 pairs from IEDB. Regression. Given a peptide amino acid sequence and an MHC pseudo amino acid sequence, predict their binding affinity value. This is MHC class II binding data. (1) The MHC is DRB1_0405 with pseudo-sequence DRB1_0405. The binding affinity (normalized) is 0.330. The peptide sequence is AVAEAAVASAPQTTP. (2) The peptide sequence is DKLTGPFTVRYTTEG. The MHC is DRB4_0101 with pseudo-sequence DRB4_0103. The binding affinity (normalized) is 0.